This data is from Full USPTO retrosynthesis dataset with 1.9M reactions from patents (1976-2016). The task is: Predict the reactants needed to synthesize the given product. (1) Given the product [ClH:1].[Cl:1][C:2]1[CH:3]=[CH:4][C:5]([O:36][CH:37]([F:39])[F:38])=[C:6]([C:8]2[C:12]([NH:13][C:14]([C:16]3[CH:17]=[N:18][N:19]4[CH:24]=[CH:23][CH:22]=[N:21][C:20]=34)=[O:15])=[CH:11][N:10]([CH2:25][C:26]([N:28]3[CH2:29][C@@H:30]4[C@@H:34]([CH2:33][N:32]([CH2:47][CH3:48])[CH2:31]4)[CH2:35]3)=[O:27])[N:9]=2)[CH:7]=1, predict the reactants needed to synthesize it. The reactants are: [Cl:1][C:2]1[CH:3]=[CH:4][C:5]([O:36][CH:37]([F:39])[F:38])=[C:6]([C:8]2[C:12]([NH:13][C:14]([C:16]3[CH:17]=[N:18][N:19]4[CH:24]=[CH:23][CH:22]=[N:21][C:20]=34)=[O:15])=[CH:11][N:10]([CH2:25][C:26]([N:28]3[CH2:35][C@@H:34]4[C@@H:30]([CH2:31][NH:32][CH2:33]4)[CH2:29]3)=[O:27])[N:9]=2)[CH:7]=1.C(=O)([O-])[O-].[K+].[K+].Br[CH2:47][CH3:48]. (2) Given the product [CH2:1]([C:3]1[N:4]([C:28]2[CH:33]=[CH:32][C:31]([O:34][C@H:43]3[CH2:44][CH2:45][C@@H:46]([OH:49])[CH2:47][CH2:48]3)=[CH:30][CH:29]=2)[C:5](=[O:27])[C:6]([CH2:12][C:13]2[CH:18]=[CH:17][C:16]([C:19]3[CH:24]=[CH:23][CH:22]=[CH:21][C:20]=3[C:25]3[NH:70][C:71](=[O:72])[O:73][N:26]=3)=[CH:15][CH:14]=2)=[C:7]([CH2:9][CH2:10][CH3:11])[N:8]=1)[CH3:2], predict the reactants needed to synthesize it. The reactants are: [CH2:1]([C:3]1[N:4]([C:28]2[CH:33]=[CH:32][C:31]([OH:34])=[CH:30][CH:29]=2)[C:5](=[O:27])[C:6]([CH2:12][C:13]2[CH:18]=[CH:17][C:16]([C:19]3[C:20]([C:25]#[N:26])=[CH:21][CH:22]=[CH:23][CH:24]=3)=[CH:15][CH:14]=2)=[C:7]([CH2:9][CH2:10][CH3:11])[N:8]=1)[CH3:2].[Si](O[CH:43]1[CH2:48][CH2:47][CH:46]([OH:49])[CH2:45][CH2:44]1)(C(C)(C)C)(C)C.C1(P(C2C=CC=CC=2)C2C=CC=CC=2)C=CC=CC=1.[N:70]([C:71]([O:73]C(C)C)=[O:72])=[N:70][C:71]([O:73]C(C)C)=[O:72]. (3) Given the product [C:10]([O:14][C:15]([N:17]1[CH2:22][CH2:21][CH:20]([NH:1][C:2]2[CH:7]=[C:6]([Cl:8])[CH:5]=[CH:4][C:3]=2[OH:9])[CH2:19][CH2:18]1)=[O:16])([CH3:13])([CH3:11])[CH3:12], predict the reactants needed to synthesize it. The reactants are: [NH2:1][C:2]1[CH:7]=[C:6]([Cl:8])[CH:5]=[CH:4][C:3]=1[OH:9].[C:10]([O:14][C:15]([N:17]1[CH2:22][CH2:21][C:20](=O)[CH2:19][CH2:18]1)=[O:16])([CH3:13])([CH3:12])[CH3:11].C(O[BH-](OC(=O)C)OC(=O)C)(=O)C.[Na+].C(O)(=O)C.C([O-])(O)=O.[Na+]. (4) Given the product [Br:9][C:10]1[CH:11]=[C:12]([CH:13]2[C:21]3[C:22](=[O:26])[NH:23][N:24]([CH3:25])[C:20]=3[NH:19][C:5]3[CH2:6][O:1][CH2:2][C:3](=[O:8])[C:4]2=3)[CH:15]=[CH:16][C:17]=1[F:18], predict the reactants needed to synthesize it. The reactants are: [O:1]1[CH2:6][C:5](=O)[CH2:4][C:3](=[O:8])[CH2:2]1.[Br:9][C:10]1[CH:11]=[C:12]([CH:15]=[CH:16][C:17]=1[F:18])[CH:13]=O.[NH2:19][C:20]1[N:24]([CH3:25])[NH:23][C:22](=[O:26])[CH:21]=1. (5) Given the product [NH2:3][C:8]1[CH:9]=[C:10]2[C:14](=[CH:15][CH:16]=1)[N:13]([C:17]([O:19][CH2:20][C:21]1[CH:26]=[CH:25][CH:24]=[CH:23][CH:22]=1)=[O:18])[C@H:12]([CH3:27])[CH2:11]2, predict the reactants needed to synthesize it. The reactants are: CC1[N:3]([C:8]2[CH:9]=[C:10]3[C:14](=[CH:15][CH:16]=2)[N:13]([C:17]([O:19][CH2:20][C:21]2[CH:26]=[CH:25][CH:24]=[CH:23][CH:22]=2)=[O:18])[C@H:12]([CH3:27])[CH2:11]3)C(C)=CC=1.C(N(CC)CC)C.Cl.NO. (6) Given the product [NH2:29][C:27]1[C:22]2([CH2:26][CH2:25][CH2:24][CH2:23]2)[S:21](=[O:30])(=[O:31])[CH2:20][C@:19]([C:17]2[CH:18]=[C:13]([NH:12][C:9]([C:6]3[CH:5]=[CH:4][C:3]([C:1]#[N:2])=[CH:8][N:7]=3)=[O:11])[CH:14]=[CH:15][C:16]=2[F:33])([CH3:32])[N:28]=1, predict the reactants needed to synthesize it. The reactants are: [C:1]([C:3]1[CH:4]=[CH:5][C:6]([C:9]([OH:11])=O)=[N:7][CH:8]=1)#[N:2].[NH2:12][C:13]1[CH:14]=[CH:15][C:16]([F:33])=[C:17]([C@@:19]2([CH3:32])[N:28]=[C:27]([NH2:29])[C:22]3([CH2:26][CH2:25][CH2:24][CH2:23]3)[S:21](=[O:31])(=[O:30])[CH2:20]2)[CH:18]=1. (7) Given the product [Cl:1][C:2]1[CH:3]=[CH:4][C:5]2[CH:9]=[C:8]([O:10][S:11]([N:13]3[CH2:18][CH2:17][N:16]([CH2:36][C:29]4[CH:28]=[CH:33][C:32]([C:34]#[N:35])=[CH:31][CH:30]=4)[C:15](=[O:19])[CH:14]3[CH2:20][C:21]([O:23][CH2:24][CH3:25])=[O:22])=[O:12])[S:7][C:6]=2[CH:26]=1, predict the reactants needed to synthesize it. The reactants are: [Cl:1][C:2]1[CH:3]=[CH:4][C:5]2[CH:9]=[C:8]([O:10][S:11]([N:13]3[CH2:18][CH2:17][NH:16][C:15](=[O:19])[CH:14]3[CH2:20][C:21]([O:23][CH2:24][CH3:25])=[O:22])=[O:12])[S:7][C:6]=2[CH:26]=1.Br[C:28]1[CH:33]=[C:32]([C:34]#[N:35])[CH:31]=[CH:30][C:29]=1[CH3:36].C([O-])([O-])=O.[Cs+].[Cs+].